From a dataset of Forward reaction prediction with 1.9M reactions from USPTO patents (1976-2016). Predict the product of the given reaction. Given the reactants [F:1][C:2]1[CH:7]=[CH:6][C:5]([C:8]2[C:12](/[CH:13]=[CH:14]/[C:15]3[CH:16]=[C:17]([C:21](O)=[O:22])[N:18]([CH3:20])[N:19]=3)=[C:11]([CH3:24])[O:10][N:9]=2)=[CH:4][CH:3]=1.C([O-])(=O)C([O-])=O.[CH2:31]1[C:34]2([CH2:37][NH2+:36][CH2:35]2)[CH2:33][O:32]1.[CH2:31]1[C:34]2([CH2:37][NH2+:36][CH2:35]2)[CH2:33][O:32]1, predict the reaction product. The product is: [F:1][C:2]1[CH:7]=[CH:6][C:5]([C:8]2[C:12](/[CH:13]=[CH:14]/[C:15]3[CH:16]=[C:17]([C:21]([N:36]4[CH2:37][C:34]5([CH2:31][O:32][CH2:33]5)[CH2:35]4)=[O:22])[N:18]([CH3:20])[N:19]=3)=[C:11]([CH3:24])[O:10][N:9]=2)=[CH:4][CH:3]=1.